From a dataset of Full USPTO retrosynthesis dataset with 1.9M reactions from patents (1976-2016). Predict the reactants needed to synthesize the given product. (1) Given the product [CH2:3]([O:5][C:6]([C:8]1[S:18][C:11]2[N:12]=[C:13]([NH2:17])[N:14]=[C:15]([C:25]([C:24]3[CH:19]=[CH:20][C:21]4[O:29][CH2:28][O:27][C:22]=4[CH:23]=3)=[O:26])[C:10]=2[CH:9]=1)=[O:7])[CH3:4], predict the reactants needed to synthesize it. The reactants are: [H-].[Na+].[CH2:3]([O:5][C:6]([C:8]1[S:18][C:11]2[N:12]=[C:13]([NH2:17])[N:14]=[C:15](Cl)[C:10]=2[CH:9]=1)=[O:7])[CH3:4].[CH:19]1[C:24]([CH:25]=[O:26])=[CH:23][C:22]2[O:27][CH2:28][O:29][C:21]=2[CH:20]=1.[Br-].C(N1C=C[N+](C)=C1)C. (2) Given the product [NH2:1][C:2]1[N:16]=[CH:15][C:14]([C:26]2[CH:25]=[C:24]([C:21]3[CH:20]=[CH:19][C:18]([CH3:33])=[CH:23][CH:22]=3)[CH:29]=[CH:28][CH:27]=2)=[CH:13][C:3]=1[C:4]([NH:6][C:7]1[CH:12]=[CH:11][N:10]=[CH:9][CH:8]=1)=[O:5], predict the reactants needed to synthesize it. The reactants are: [NH2:1][C:2]1[N:16]=[CH:15][C:14](Br)=[CH:13][C:3]=1[C:4]([NH:6][C:7]1[CH:12]=[CH:11][N:10]=[CH:9][CH:8]=1)=[O:5].[C:18]1([CH3:33])[CH:23]=[CH:22][C:21]([C:24]2[CH:25]=[C:26](B(O)O)[CH:27]=[CH:28][CH:29]=2)=[CH:20][CH:19]=1. (3) The reactants are: [C:1]([C:3]1[NH:25][C:6]2=[N:7][CH:8]=[CH:9][C:10]([C:11]3[CH:16]=[CH:15][C:14]([S:17]([N:20]4[CH2:24][CH2:23][CH2:22][CH2:21]4)(=[O:19])=[O:18])=[CH:13][CH:12]=3)=[C:5]2[CH:4]=1)#[CH:2]. Given the product [CH2:1]([C:3]1[NH:25][C:6]2=[N:7][CH:8]=[CH:9][C:10]([C:11]3[CH:12]=[CH:13][C:14]([S:17]([N:20]4[CH2:24][CH2:23][CH2:22][CH2:21]4)(=[O:19])=[O:18])=[CH:15][CH:16]=3)=[C:5]2[CH:4]=1)[CH3:2], predict the reactants needed to synthesize it. (4) Given the product [ClH:1].[NH2:33][C:3]1[C:2]([Cl:1])=[C:7]([O:8][C:9]2[CH:14]=[CH:13][C:12]([NH:15][C:16]([C:18]3[C:23](=[O:24])[C:22]([C:25]4[CH:26]=[CH:27][C:28]([F:31])=[CH:29][CH:30]=4)=[CH:21][NH:20][CH:19]=3)=[O:17])=[CH:11][C:10]=2[F:32])[CH:6]=[CH:5][N:4]=1, predict the reactants needed to synthesize it. The reactants are: [Cl:1][C:2]1[C:3]([N:33]=C(C2C=CC=CC=2)C2C=CC=CC=2)=[N:4][CH:5]=[CH:6][C:7]=1[O:8][C:9]1[CH:14]=[CH:13][C:12]([NH:15][C:16]([C:18]2[C:23](=[O:24])[C:22]([C:25]3[CH:30]=[CH:29][C:28]([F:31])=[CH:27][CH:26]=3)=[CH:21][NH:20][CH:19]=2)=[O:17])=[CH:11][C:10]=1[F:32].Cl. (5) Given the product [Br:1][C:2]1[C:11]([CH:12]([O:17][C:3]([CH3:8])([CH3:4])[CH3:2])[C:13]([O:15][CH3:16])=[O:14])=[CH:10][CH:9]=[CH:8][C:3]=1[C:4]([O:6][CH3:7])=[O:5], predict the reactants needed to synthesize it. The reactants are: [Br:1][C:2]1[C:11]([CH:12]([OH:17])[C:13]([O:15][CH3:16])=[O:14])=[CH:10][CH:9]=[CH:8][C:3]=1[C:4]([O:6][CH3:7])=[O:5].Cl(O)(=O)(=O)=O.C(=O)(O)[O-].[Na+]. (6) Given the product [C:19]([C:17]1[CH:16]=[CH:15][C:12]2[CH2:13][CH2:14][NH:8][CH2:9][CH2:10][C:11]=2[CH:18]=1)#[N:20], predict the reactants needed to synthesize it. The reactants are: C(OC([N:8]1[CH2:14][CH2:13][C:12]2[CH:15]=[CH:16][C:17]([C:19]#[N:20])=[CH:18][C:11]=2[CH2:10][CH2:9]1)=O)(C)(C)C.FC(F)(F)C(O)=O. (7) Given the product [Cl:32][C:30]1[CH:29]=[CH:28][C:27]([N:33]2[CH:37]=[N:36][N:35]=[N:34]2)=[C:26]([C:21]2[CH:20]=[C:19]3[N:24]([C@H:16]([C:14]4[NH:15][C:11]([C:8]5[CH:7]=[CH:6][C:5]([CH2:4][C:3]([OH:38])=[O:2])=[CH:10][CH:9]=5)=[CH:12][N:13]=4)[CH2:17][CH2:18]3)[C:23](=[O:25])[CH:22]=2)[CH:31]=1, predict the reactants needed to synthesize it. The reactants are: C[O:2][C:3](=[O:38])[CH2:4][C:5]1[CH:10]=[CH:9][C:8]([C:11]2[NH:15][C:14]([C@H:16]3[N:24]4[C:19](=[CH:20][C:21]([C:26]5[CH:31]=[C:30]([Cl:32])[CH:29]=[CH:28][C:27]=5[N:33]5[CH:37]=[N:36][N:35]=[N:34]5)=[CH:22][C:23]4=[O:25])[CH2:18][CH2:17]3)=[N:13][CH:12]=2)=[CH:7][CH:6]=1.Cl.